This data is from Catalyst prediction with 721,799 reactions and 888 catalyst types from USPTO. The task is: Predict which catalyst facilitates the given reaction. (1) Reactant: [NH2:1][C:2]1[C:3]([C:19](=O)[CH2:20]Br)=[N:4][C:5]([N:8]2[CH2:13][CH2:12][N:11]([S:14]([CH2:17][CH3:18])(=[O:16])=[O:15])[CH2:10][CH2:9]2)=[CH:6][N:7]=1.[CH:23]1[N:27]=[C:26]([NH2:28])[S:25][CH:24]=1. Product: [CH2:17]([S:14]([N:11]1[CH2:12][CH2:13][N:8]([C:5]2[N:4]=[C:3]([C:19]3[N:28]=[C:26]4[N:27]([CH:20]=3)[CH:23]=[CH:24][S:25]4)[C:2]([NH2:1])=[N:7][CH:6]=2)[CH2:9][CH2:10]1)(=[O:16])=[O:15])[CH3:18]. The catalyst class is: 14. (2) Reactant: [CH3:1][N:2]1[CH:6]=[CH:5][N:4]=[C:3]1[CH:7]=O.[F:9][C:10]1[CH:15]=[CH:14][C:13](/[C:16](=[N:18]/[C:19]2[CH:27]=[CH:26][CH:25]=[C:24]3[C:20]=2[CH2:21][O:22][C:23]3=[O:28])/[CH3:17])=[CH:12][CH:11]=1.[CH3:29][CH2:30][O-:31].[Na+].C(OCC)(=O)C. Product: [F:9][C:10]1[CH:11]=[CH:12][C:13]([C:16]2([CH3:17])[CH:7]([C:3]3[N:2]([CH3:1])[CH:6]=[CH:5][N:4]=3)[C:30](=[O:31])[C:29]3[C:24]([C:23]([O:22][CH2:21][CH3:20])=[O:28])=[CH:25][CH:26]=[CH:27][C:19]=3[NH:18]2)=[CH:14][CH:15]=1. The catalyst class is: 567. (3) Reactant: [F:1][C:2]([F:23])([F:22])[C:3]1[CH:4]=[C:5]([C:9]2[CH:10]=[CH:11][C:12]3[N:19]4[CH2:20][C@H:15]([CH2:16][CH2:17][CH2:18]4)[NH:14][C:13]=3[N:21]=2)[CH:6]=[CH:7][CH:8]=1.C(N(CC)C(C)C)(C)C.Cl[C:34](Cl)([O:36]C(=O)OC(Cl)(Cl)Cl)Cl.[NH2:45][C:46]1[CH:60]=[CH:59][C:49]([CH2:50][NH:51][C:52](=[O:58])[O:53][C:54]([CH3:57])([CH3:56])[CH3:55])=[CH:48][CH:47]=1.C([O-])(O)=O.[Na+]. Product: [F:23][C:2]([F:22])([F:1])[C:3]1[CH:4]=[C:5]([C:9]2[CH:10]=[CH:11][C:12]3[N:19]4[CH2:20][C@H:15]([CH2:16][CH2:17][CH2:18]4)[N:14]([C:34]([NH:45][C:46]4[CH:60]=[CH:59][C:49]([CH2:50][NH:51][C:52](=[O:58])[O:53][C:54]([CH3:56])([CH3:57])[CH3:55])=[CH:48][CH:47]=4)=[O:36])[C:13]=3[N:21]=2)[CH:6]=[CH:7][CH:8]=1. The catalyst class is: 2.